Task: Regression. Given two drug SMILES strings and cell line genomic features, predict the synergy score measuring deviation from expected non-interaction effect.. Dataset: NCI-60 drug combinations with 297,098 pairs across 59 cell lines Drug 1: C1CC(C1)(C(=O)O)C(=O)O.[NH2-].[NH2-].[Pt+2]. Drug 2: CN1C2=C(C=C(C=C2)N(CCCl)CCCl)N=C1CCCC(=O)O.Cl. Cell line: NCI/ADR-RES. Synergy scores: CSS=2.45, Synergy_ZIP=-1.10, Synergy_Bliss=-0.0322, Synergy_Loewe=-1.63, Synergy_HSA=-1.45.